Dataset: CYP3A4 inhibition data for predicting drug metabolism from PubChem BioAssay. Task: Regression/Classification. Given a drug SMILES string, predict its absorption, distribution, metabolism, or excretion properties. Task type varies by dataset: regression for continuous measurements (e.g., permeability, clearance, half-life) or binary classification for categorical outcomes (e.g., BBB penetration, CYP inhibition). Dataset: cyp3a4_veith. The drug is O=C(NNS(=O)(=O)c1cc(Cl)cc(Cl)c1)c1sccc1-n1cccc1. The result is 1 (inhibitor).